Dataset: Reaction yield outcomes from USPTO patents with 853,638 reactions. Task: Predict the reaction yield, written as a fraction of the theoretical maximum amount of product (1.0 means a 100% yield; for example, 0.34 means a 34% yield). (1) The reactants are C(N(C(C)C)CC)(C)C.Cl[C:11]([O:13][CH2:14][CH2:15][F:16])=[O:12].ClCCl.Cl.[CH3:21][S:22]([C:25]1[CH:26]=[C:27]2[C:31](=[CH:32][CH:33]=1)[N:30]([C:34]1[CH:39]=[C:38]([O:40][CH:41]3[CH2:46][CH2:45][NH:44][CH2:43][CH2:42]3)[N:37]=[CH:36][N:35]=1)[CH2:29][CH2:28]2)(=[O:24])=[O:23]. The product is [CH3:21][S:22]([C:25]1[CH:26]=[C:27]2[C:31](=[CH:32][CH:33]=1)[N:30]([C:34]1[N:35]=[CH:36][N:37]=[C:38]([O:40][CH:41]3[CH2:46][CH2:45][N:44]([C:11]([O:13][CH2:14][CH2:15][F:16])=[O:12])[CH2:43][CH2:42]3)[CH:39]=1)[CH2:29][CH2:28]2)(=[O:24])=[O:23]. The yield is 0.380. The catalyst is O. (2) The reactants are [CH:1]1[CH:6]=[C:5]2[C:7](Br)=[CH:8][S:9][C:4]2=[CH:3][CH:2]=1.CN([CH:14]=[O:15])C.C[CH2:17][O:18]CC. No catalyst specified. The product is [S:9]1[C:4]2[CH:3]=[CH:2][CH:1]=[CH:6][C:5]=2[C:7]([CH:17]=[O:18])=[C:8]1[CH:14]=[O:15]. The yield is 0.600. (3) The reactants are [C:1]([O:5][C:6](=[O:14])[NH:7][CH:8]1[CH2:13][CH2:12][NH:11][CH2:10][CH2:9]1)([CH3:4])([CH3:3])[CH3:2].[CH3:15][O:16][C:17]1[CH:26]=[C:25]2[C:20]([N:21]=[CH:22][C:23]([S:27][CH2:28][CH:29]=O)=[N:24]2)=[CH:19][CH:18]=1.C(O[BH-](OC(=O)C)OC(=O)C)(=O)C.[Na+]. The product is [C:1]([O:5][C:6](=[O:14])[NH:7][CH:8]1[CH2:13][CH2:12][N:11]([CH2:29][CH2:28][S:27][C:23]2[CH:22]=[N:21][C:20]3[C:25](=[CH:26][C:17]([O:16][CH3:15])=[CH:18][CH:19]=3)[N:24]=2)[CH2:10][CH2:9]1)([CH3:4])([CH3:2])[CH3:3]. The catalyst is ClCCCl. The yield is 0.660. (4) The product is [F:1][C:2]1[CH:3]=[C:4]([C:8]2[C:9]([O:23][CH3:24])=[C:10]([C:19]([O:21][CH3:22])=[O:20])[C:11]3[N:12]=[CH:13][C:14]([O:18][S:32]([C:35]([F:38])([F:37])[F:36])(=[O:34])=[O:33])=[N:15][C:16]=3[CH:17]=2)[CH:5]=[CH:6][CH:7]=1. The yield is 0.980. The catalyst is ClCCl. The reactants are [F:1][C:2]1[CH:3]=[C:4]([C:8]2[C:9]([O:23][CH3:24])=[C:10]([C:19]([O:21][CH3:22])=[O:20])[C:11]3[N:12]=[CH:13][C:14](=[O:18])[NH:15][C:16]=3[CH:17]=2)[CH:5]=[CH:6][CH:7]=1.C(N(CC)CC)C.[S:32](O[S:32]([C:35]([F:38])([F:37])[F:36])(=[O:34])=[O:33])([C:35]([F:38])([F:37])[F:36])(=[O:34])=[O:33]. (5) The reactants are [C:1]([C:3]1[C:8](=O)[NH:7][C:6]([NH:10][CH:11]2[CH2:13][CH2:12]2)=[N:5][C:4]=1[C:14]1[CH:19]=[CH:18][CH:17]=[C:16]([C:20]#[N:21])[CH:15]=1)#[N:2].O=P(Cl)(Cl)[Cl:24]. No catalyst specified. The product is [Cl:24][C:8]1[N:7]=[C:6]([NH:10][CH:11]2[CH2:13][CH2:12]2)[N:5]=[C:4]([C:14]2[CH:19]=[CH:18][CH:17]=[C:16]([C:20]#[N:21])[CH:15]=2)[C:3]=1[C:1]#[N:2]. The yield is 0.650. (6) The reactants are Br[C:2]1[CH:7]=[CH:6][CH:5]=[CH:4][C:3]=1[N+:8]([O-:10])=[O:9].[Cl:11][C:12]1[CH:17]=[CH:16][C:15](OB(O)O)=[CH:14][CH:13]=1.C(=O)([O-])[O-].[K+].[K+]. The product is [Cl:11][C:12]1[CH:17]=[CH:16][C:15]([C:2]2[CH:7]=[CH:6][CH:5]=[CH:4][C:3]=2[N+:8]([O-:10])=[O:9])=[CH:14][CH:13]=1. The yield is 0.940. The catalyst is C1C=CC([P]([Pd]([P](C2C=CC=CC=2)(C2C=CC=CC=2)C2C=CC=CC=2)([P](C2C=CC=CC=2)(C2C=CC=CC=2)C2C=CC=CC=2)[P](C2C=CC=CC=2)(C2C=CC=CC=2)C2C=CC=CC=2)(C2C=CC=CC=2)C2C=CC=CC=2)=CC=1.O1CCCC1. (7) The reactants are [N:1]1([C:6]2[CH:11]=[CH:10][C:9]([CH2:12][NH2:13])=[CH:8][CH:7]=2)[CH2:5][CH2:4][CH2:3][CH2:2]1.ClC(Cl)(O[C:18](=[O:24])OC(Cl)(Cl)Cl)Cl.[N-:26]=[C:27]=O.[CH3:29][OH:30]. The catalyst is CCOC(C)=O.CN(C=O)C. The product is [N:1]1([C:6]2[CH:11]=[CH:10][C:9]([CH2:12][NH:13][C:29]([NH:1][C:6]3[C:27]4[NH:26][C:18](=[O:24])[NH:13][C:12]=4[CH:9]=[CH:8][CH:7]=3)=[O:30])=[CH:8][CH:7]=2)[CH2:5][CH2:4][CH2:3][CH2:2]1. The yield is 0.160. (8) The reactants are [CH3:1][C:2]1[CH:9]=[CH:8][C:5]([CH:6]=[CH2:7])=[CH:4][CH:3]=1.[Cl:10][SiH:11]([Cl:13])[Cl:12]. The catalyst is [Cl-].C([P+](CCCC)(CCCC)CCCC)CCC. The product is [Cl:10][Si:11]([Cl:13])([Cl:12])[CH:6]([C:5]1[CH:8]=[CH:9][C:2]([CH3:1])=[CH:3][CH:4]=1)[CH2:7][Si:11]([Cl:13])([Cl:12])[Cl:10].[CH3:1][C:2]1[CH:9]=[CH:8][C:5]([CH2:6][CH2:7][Si:11]([Cl:13])([Cl:12])[Cl:10])=[CH:4][CH:3]=1. The yield is 0.640.